Dataset: Forward reaction prediction with 1.9M reactions from USPTO patents (1976-2016). Task: Predict the product of the given reaction. Given the reactants C[Si]([N-][Si](C)(C)C)(C)C.[Li+].C(OC(O[CH:17]1[CH2:29][CH2:28][C:27]([O:31][CH:32]([O:34][CH2:35][CH3:36])[CH3:33])([CH3:30])[CH:26]([OH:37])[CH:25]=[CH:24][CH:23]([CH3:38])[CH:22](/[C:39](/[CH3:60])=[CH:40]/[CH:41]=[CH:42]/[CH:43]([CH3:59])[CH2:44][CH:45]2[O:58][CH:46]2[CH:47]([CH3:57])[CH:48]([O:51][CH:52]([O:54][CH2:55][CH3:56])[CH3:53])[CH2:49][CH3:50])[O:21][C:19](=[O:20])[CH2:18]1)C)C.Cl.C(Cl)(=O)C1C=CC=NC=1.C(OCC)(=O)C, predict the reaction product. The product is: [CH2:35]([O:34][CH:32]([O:31][C:27]1([CH3:30])[CH:26]([OH:37])[CH:25]=[CH:24][CH:23]([CH3:38])[CH:22](/[C:39](/[CH3:60])=[CH:40]/[CH:41]=[CH:42]/[CH:43]([CH3:59])[CH2:44][CH:45]2[O:58][CH:46]2[CH:47]([CH3:57])[CH:48]([O:51][CH:52]([O:54][CH2:55][CH3:56])[CH3:53])[CH2:49][CH3:50])[O:21][C:19](=[O:20])[CH:18]=[CH:17][CH2:29][CH2:28]1)[CH3:33])[CH3:36].